Dataset: Serine/threonine kinase 33 screen with 319,792 compounds. Task: Binary Classification. Given a drug SMILES string, predict its activity (active/inactive) in a high-throughput screening assay against a specified biological target. (1) The compound is O=C(N1C(Cc2c1cccc2)C)COC(=O)CCOc1ccc(cc1)C. The result is 0 (inactive). (2) The result is 0 (inactive). The drug is FC(F)(F)c1c(CN2CC(N(CC2)CC(C)C)CCO)cccc1. (3) The molecule is O(c1c(ccc(c1)C)C)c1c(=O)c2c(oc1)cc(OCC(=O)Nc1c(CC)cccc1)cc2. The result is 0 (inactive). (4) The drug is O=C(c1n2c(cc1c1ccccc1)cccc2)C(=O)NCCN(C)C. The result is 0 (inactive).